This data is from KCNQ2 potassium channel screen with 302,405 compounds. The task is: Binary Classification. Given a drug SMILES string, predict its activity (active/inactive) in a high-throughput screening assay against a specified biological target. (1) The compound is OC(=O)C(n1nc(cc1)C)CC(=O)c1ccc(cc1)C. The result is 0 (inactive). (2) The result is 0 (inactive). The molecule is S=C(Nc1cc2oc3c(c2cc1)cccc3)NCC.